From a dataset of Forward reaction prediction with 1.9M reactions from USPTO patents (1976-2016). Predict the product of the given reaction. (1) The product is: [O:15]1[C:11]2[CH:10]=[CH:9][C:8]([C:6]3[O:7][C:1]([CH3:2])=[N:4][N:5]=3)=[CH:16][C:12]=2[CH:13]=[CH:14]1. Given the reactants [C:1]([NH:4][NH:5][C:6]([C:8]1[CH:9]=[CH:10][C:11]2[O:15][CH:14]=[CH:13][C:12]=2[CH:16]=1)=[O:7])(=O)[CH3:2].C1(C)C=CC(S(Cl)(=O)=O)=CC=1, predict the reaction product. (2) The product is: [CH3:20][O:19][C:17]([C:16]1[S:23][C:12]([C:3]2[C:2]([Cl:1])=[C:7]3[CH:8]=[CH:11][NH:10][C:6]3=[N:5][CH:4]=2)=[N:14][N:15]=1)=[O:18]. Given the reactants [Cl:1][C:2]1[C:7]([CH:8]=C)=[C:6]([NH:10][CH3:11])[N:5]=[CH:4][C:3]=1[C:12]([NH:14][NH:15][C:16](=O)[C:17]([O:19][CH3:20])=[O:18])=O.P12(SP3(SP(SP(S3)(S1)=S)(=S)S2)=S)=[S:23].O.[OH-].[Na+], predict the reaction product. (3) Given the reactants [Br:1][C:2]1[CH:3]=[C:4]([NH:8][C:9]2[C:18]3[C:13](=[CH:14][CH:15]=[C:16]([NH:19][C:20](=[O:30])/[CH:21]=[CH:22]/[CH2:23][N:24]4[CH2:29][CH2:28][O:27][CH2:26][CH2:25]4)[CH:17]=3)[N:12]=[CH:11][N:10]=2)[CH:5]=[CH:6][CH:7]=1.BrC[C:33]1[N:34]([CH3:41])[CH:35]=[C:36]([N+:38]([O-:40])=[O:39])[N:37]=1.[CH3:42]O.[CH:44]([OH:46])=[O:45].O, predict the reaction product. The product is: [CH:44]([O-:46])=[O:45].[Br:1][C:2]1[CH:3]=[C:4]([CH:5]=[CH:6][CH:7]=1)[NH:8][C:9]1[C:18]2[C:13](=[CH:14][CH:15]=[C:16]([NH:19][C:20](=[O:30])/[CH:21]=[CH:22]/[CH2:23][N+:24]3([CH2:42][C:35]4[N:34]([CH3:41])[CH:33]=[N:37][C:36]=4[N+:38]([O-:40])=[O:39])[CH2:29][CH2:28][O:27][CH2:26][CH2:25]3)[CH:17]=2)[N:12]=[CH:11][N:10]=1. (4) Given the reactants NCC1C=CC(CN2CCCCC2)=NC=1.[C:16]([O:20][C:21]([NH:23][CH2:24][C:25]1[CH:26]=[N:27][C:28]([CH2:31][N:32]2CCCCC2)=[CH:29][CH:30]=1)=[O:22])([CH3:19])([CH3:18])[CH3:17].Cl, predict the reaction product. The product is: [C:16]([O:20][C:21]([NH:23][CH2:24][C:25]1[CH:26]=[N:27][C:28]([C:31]#[N:32])=[CH:29][CH:30]=1)=[O:22])([CH3:19])([CH3:17])[CH3:18]. (5) Given the reactants [CH3:1][N:2]([CH3:26])[CH2:3][CH2:4][N:5]([CH3:25])[C:6]1[S:7][C:8]2[CH:14]=[C:13]([NH:15][C:16](=[O:24])[C:17]3[CH:22]=[CH:21][C:20](I)=[CH:19][CH:18]=3)[CH:12]=[CH:11][C:9]=2[N:10]=1.[Cl:27][C:28]1[CH:33]=[C:32]([F:34])[CH:31]=[CH:30][C:29]=1B1OC(C)(C)C(C)(C)O1, predict the reaction product. The product is: [CH3:1][N:2]([CH3:26])[CH2:3][CH2:4][N:5]([CH3:25])[C:6]1[S:7][C:8]2[CH:14]=[C:13]([NH:15][C:16]([C:17]3[C:22]([C:29]4[CH:30]=[CH:31][C:32]([F:34])=[CH:33][C:28]=4[Cl:27])=[CH:21][CH:20]=[CH:19][CH:18]=3)=[O:24])[CH:12]=[CH:11][C:9]=2[N:10]=1. (6) Given the reactants [CH3:1][S:2](Cl)(=[O:4])=[O:3].[Cl:6][C:7]1[C:8]([N:13]2[C:17]([C:18]([OH:20])=O)=[CH:16][C:15](=[O:21])[NH:14]2)=[N:9][CH:10]=[CH:11][CH:12]=1.C(N(CC)CC)C.[Cl:29][C:30]1[CH:38]=[C:37]([Cl:39])[CH:36]=[C:32]([C:33](O)=[O:34])[C:31]=1[NH2:40], predict the reaction product. The product is: [Cl:39][C:37]1[CH:38]=[C:30]([Cl:29])[C:31]2[N:40]=[C:18]([C:17]3[N:13]([C:8]4[C:7]([Cl:6])=[CH:12][CH:11]=[CH:10][N:9]=4)[N:14]=[C:15]([O:21][S:2]([CH3:1])(=[O:4])=[O:3])[CH:16]=3)[O:20][C:33](=[O:34])[C:32]=2[CH:36]=1.